Predict the product of the given reaction. From a dataset of Forward reaction prediction with 1.9M reactions from USPTO patents (1976-2016). (1) Given the reactants C([Sn](CCCC)(CCCC)[C:6]1[N:11]=[CH:10][C:9]2[CH:12]=[N:13][N:14]([C:15]3[N:20]=[C:19]([N:21]4[CH2:27][CH2:26][CH2:25][N:24]([C:28]([O:30][C:31]([CH3:34])([CH3:33])[CH3:32])=[O:29])[CH2:23][CH2:22]4)[CH:18]=[CH:17][CH:16]=3)[C:8]=2[CH:7]=1)CCC.Br[C:44]1[N:45]=[C:46]([CH3:51])[C:47]([NH2:50])=[N:48][CH:49]=1.C1(P(C2CCCCC2)C2CCCCC2)CCCCC1, predict the reaction product. The product is: [NH2:50][C:47]1[N:48]=[CH:49][C:44]([C:6]2[N:11]=[CH:10][C:9]3[CH:12]=[N:13][N:14]([C:15]4[N:20]=[C:19]([N:21]5[CH2:27][CH2:26][CH2:25][N:24]([C:28]([O:30][C:31]([CH3:33])([CH3:34])[CH3:32])=[O:29])[CH2:23][CH2:22]5)[CH:18]=[CH:17][CH:16]=4)[C:8]=3[CH:7]=2)=[N:45][C:46]=1[CH3:51]. (2) Given the reactants [H-].[Na+].[OH:3][C:4]1[CH:12]=[C:11]2[C:7]([CH:8]=[CH:9][NH:10]2)=[CH:6][CH:5]=1.[NH2:13][C:14]1[N:19]=[CH:18][N:17]=[C:16](Cl)[CH:15]=1, predict the reaction product. The product is: [NH:10]1[C:11]2[C:7](=[CH:6][CH:5]=[C:4]([O:3][C:16]3[N:17]=[CH:18][N:19]=[C:14]([NH2:13])[CH:15]=3)[CH:12]=2)[CH:8]=[CH:9]1. (3) The product is: [OH:31][CH2:28][C:29]#[C:30][C:7]1[CH:16]=[C:15]2[C:10]([CH:11]=[C:12]([C:18]3[CH:23]=[CH:22][C:21]([O:24][CH3:25])=[CH:20][CH:19]=3)[C:13](=[O:17])[O:14]2)=[CH:9][CH:8]=1. Given the reactants FC(F)(F)S(O[C:7]1[CH:16]=[C:15]2[C:10]([CH:11]=[C:12]([C:18]3[CH:23]=[CH:22][C:21]([O:24][CH3:25])=[CH:20][CH:19]=3)[C:13](=[O:17])[O:14]2)=[CH:9][CH:8]=1)(=O)=O.[C:28]([OH:31])#[C:29][CH3:30].C(=O)([O-])[O-].[Cs+].[Cs+].Cl, predict the reaction product.